Dataset: Catalyst prediction with 721,799 reactions and 888 catalyst types from USPTO. Task: Predict which catalyst facilitates the given reaction. (1) Reactant: Cl[C:2]1[C:3]([C:12]([O:14][CH2:15][CH3:16])=[O:13])=[N:4][C:5]2[C:10]([N:11]=1)=[CH:9][CH:8]=[CH:7][CH:6]=2.[CH3:17]B1OB(C)OB(C)O1.C(=O)([O-])[O-].[K+].[K+]. Product: [CH3:17][C:2]1[C:3]([C:12]([O:14][CH2:15][CH3:16])=[O:13])=[N:4][C:5]2[C:10]([N:11]=1)=[CH:9][CH:8]=[CH:7][CH:6]=2. The catalyst class is: 75. (2) Reactant: C([NH:5][S:6]([C:9]1[S:10][C:11]([C:14]2[CH:19]=[CH:18][CH:17]=[C:16]([C:20]3[N:25]=[C:24]([C:26]([F:29])([F:28])[F:27])[CH:23]=[C:22]([C:30]4[CH:35]=[CH:34][C:33]([C:36]([F:39])([F:38])[F:37])=[C:32]([CH3:40])[CH:31]=4)[N:21]=3)[CH:15]=2)=[CH:12][CH:13]=1)(=[O:8])=[O:7])(C)(C)C.C(O)(C(F)(F)F)=O. Product: [CH3:40][C:32]1[CH:31]=[C:30]([C:22]2[CH:23]=[C:24]([C:26]([F:27])([F:28])[F:29])[N:25]=[C:20]([C:16]3[CH:15]=[C:14]([C:11]4[S:10][C:9]([S:6]([NH2:5])(=[O:8])=[O:7])=[CH:13][CH:12]=4)[CH:19]=[CH:18][CH:17]=3)[N:21]=2)[CH:35]=[CH:34][C:33]=1[C:36]([F:37])([F:39])[F:38]. The catalyst class is: 4.